Dataset: Full USPTO retrosynthesis dataset with 1.9M reactions from patents (1976-2016). Task: Predict the reactants needed to synthesize the given product. (1) The reactants are: Br[C:2]1[CH:3]=[N:4][C:5]([NH:8][C:9]2[CH:14]=[CH:13][C:12]([CH3:15])=[C:11]([N+:16]([O-:18])=[O:17])[CH:10]=2)=[N:6][CH:7]=1.[F:19][C:20]([F:32])([F:31])[O:21][C:22]1[CH:27]=[CH:26][C:25](B(O)O)=[CH:24][CH:23]=1.C([O-])([O-])=O.[Na+].[Na+]. Given the product [CH3:15][C:12]1[CH:13]=[CH:14][C:9]([NH:8][C:5]2[N:4]=[CH:3][C:2]([C:25]3[CH:24]=[CH:23][C:22]([O:21][C:20]([F:19])([F:31])[F:32])=[CH:27][CH:26]=3)=[CH:7][N:6]=2)=[CH:10][C:11]=1[N+:16]([O-:18])=[O:17], predict the reactants needed to synthesize it. (2) Given the product [CH3:33][O:32][C:30]1[CH:31]=[C:26]([CH2:25][CH2:24][C:14]2[CH:13]=[C:12]([NH:11][C:49]([C:46]3[CH:47]=[N:48][C:43]([N:40]4[CH2:41][CH2:42][N:37]([CH3:36])[CH2:38][CH2:39]4)=[N:44][CH:45]=3)=[O:50])[NH:16][N:15]=2)[CH:27]=[C:28]([O:34][CH3:35])[CH:29]=1, predict the reactants needed to synthesize it. The reactants are: C[Si]([N-][Si](C)(C)C)(C)C.[Na+].[NH2:11][C:12]1[N:16](C(OC(C)(C)C)=O)[N:15]=[C:14]([CH2:24][CH2:25][C:26]2[CH:31]=[C:30]([O:32][CH3:33])[CH:29]=[C:28]([O:34][CH3:35])[CH:27]=2)[CH:13]=1.[CH3:36][N:37]1[CH2:42][CH2:41][N:40]([C:43]2[N:48]=[CH:47][C:46]([C:49](OC)=[O:50])=[CH:45][N:44]=2)[CH2:39][CH2:38]1. (3) Given the product [Cl:12][C:7]1[CH:6]=[C:5]([CH:4]([S:22][CH2:19][C:18]2[O:33][CH:21]=[CH:16][CH:17]=2)[C:3]([NH:23][C:24]2[CH:29]=[CH:28][CH:27]=[CH:26][N:25]=2)=[O:14])[CH:10]=[CH:9][C:8]=1[Cl:11], predict the reactants needed to synthesize it. The reactants are: CO[C:3](=[O:14])[CH:4](Br)[C:5]1[CH:10]=[CH:9][C:8]([Cl:11])=[C:7]([Cl:12])[CH:6]=1.Cl[C:16]1[CH:21]=C[C:19]([SH:22])=[CH:18][CH:17]=1.[NH2:23][C:24]1[CH:29]=[CH:28][CH:27]=[CH:26][N:25]=1.C1C[O:33]CC1. (4) Given the product [Cl:1][C:2]1[N:10]=[C:9]2[C:5]([N:6]=[C:7]([C:11]([OH:14])([CH3:13])[CH3:12])[N:8]2[CH3:22])=[C:4]([N:15]2[CH2:16][CH2:17][O:18][CH2:19][CH2:20]2)[N:3]=1, predict the reactants needed to synthesize it. The reactants are: [Cl:1][C:2]1[N:10]=[C:9]2[C:5]([N:6]=[C:7]([C:11]([OH:14])([CH3:13])[CH3:12])[NH:8]2)=[C:4]([N:15]2[CH2:20][CH2:19][O:18][CH2:17][CH2:16]2)[N:3]=1.I[CH3:22]. (5) Given the product [C:1]([Si:5]([C:39]1[CH:44]=[CH:43][CH:42]=[CH:41][CH:40]=1)([C:33]1[CH:38]=[CH:37][CH:36]=[CH:35][CH:34]=1)[O:6][CH2:7][CH2:8][CH2:9][C@H:10]([C:19]1[C:23]([CH:45]2[CH2:47][CH2:46]2)=[C:22]([CH:25]2[CH2:28][CH:27]([CH2:29][CH:30]([CH3:32])[CH3:31])[CH2:26]2)[O:21][N:20]=1)[CH2:11][C:12]([O:14][C:15]([CH3:18])([CH3:17])[CH3:16])=[O:13])([CH3:4])([CH3:3])[CH3:2], predict the reactants needed to synthesize it. The reactants are: [C:1]([Si:5]([C:39]1[CH:44]=[CH:43][CH:42]=[CH:41][CH:40]=1)([C:33]1[CH:38]=[CH:37][CH:36]=[CH:35][CH:34]=1)[O:6][CH2:7][CH2:8][CH2:9][C@H:10]([C:19]1[C:23](I)=[C:22]([CH:25]2[CH2:28][CH:27]([CH2:29][CH:30]([CH3:32])[CH3:31])[CH2:26]2)[O:21][N:20]=1)[CH2:11][C:12]([O:14][C:15]([CH3:18])([CH3:17])[CH3:16])=[O:13])([CH3:4])([CH3:3])[CH3:2].[CH:45]1(B2OC(C)(C)C(C)(C)O2)[CH2:47][CH2:46]1.P([O-])([O-])([O-])=O.[K+].[K+].[K+].CN(C=O)C. (6) Given the product [CH:45]([N:29]1[C:30]([CH:32]2[CH2:33][CH2:34][NH:35][CH2:36][CH2:37]2)=[CH:31][C:27]([C:24]2[CH:25]=[C:26]3[C:18]([C:16]#[N:17])=[CH:19][NH:20][C:21]3=[N:22][CH:23]=2)=[N:28]1)([CH3:47])[CH3:46], predict the reactants needed to synthesize it. The reactants are: IC1C=C(C2CCNCC2)N(C(C)C)N=1.[C:16]([C:18]1[C:26]2[C:21](=[N:22][CH:23]=[C:24]([C:27]3[CH:31]=[C:30]([CH:32]4[CH2:37][CH2:36][N:35](C(OC(C)(C)C)=O)[CH2:34][CH2:33]4)[N:29]([CH:45]([CH3:47])[CH3:46])[N:28]=3)[CH:25]=2)[NH:20][CH:19]=1)#[N:17]. (7) Given the product [Cl:3][C:19]1[N:18]2[C:21]3[CH:27]=[CH:26][CH:25]=[CH:24][C:22]=3[N:23]=[C:17]2[C:16]([C:28]#[N:29])=[C:15]([CH3:30])[C:14]=1[C:10]1[CH:11]=[CH:12][CH:13]=[C:8]([C:6]#[N:7])[CH:9]=1, predict the reactants needed to synthesize it. The reactants are: P(Cl)(Cl)([Cl:3])=O.[C:6]([C:8]1[CH:9]=[C:10]([CH:14]2[C:19](=O)[N:18]3[C:21]4[CH:27]=[CH:26][CH:25]=[CH:24][C:22]=4[N:23]=[C:17]3[C:16]([C:28]#[N:29])=[C:15]2[CH3:30])[CH:11]=[CH:12][CH:13]=1)#[N:7]. (8) Given the product [CH3:32][C:22]1[N:23]=[C:24]2[N:25]([CH2:28][CH2:29][CH2:30][CH2:31]2)[C:26](=[O:27])[C:21]=1[CH2:20][CH2:19][N:13]1[CH2:12][CH2:11][CH:10]([C:7]2[C:6]3[CH:16]=[CH:17][C:3]([F:2])=[CH:4][C:5]=3[O:9][N:8]=2)[CH2:15][CH2:14]1, predict the reactants needed to synthesize it. The reactants are: Cl.[F:2][C:3]1[CH:17]=[CH:16][C:6]2[C:7]([CH:10]3[CH2:15][CH2:14][NH:13][CH2:12][CH2:11]3)=[N:8][O:9][C:5]=2[CH:4]=1.Cl[CH2:19][CH2:20][C:21]1[C:26](=[O:27])[N:25]2[CH2:28][CH2:29][CH2:30][CH2:31][C:24]2=[N:23][C:22]=1[CH3:32]. (9) Given the product [Br:15][C:12]1[CH:11]=[C:10]([F:16])[C:9]([OH:8])=[C:14]([C:19](=[O:20])[CH3:18])[CH:13]=1, predict the reactants needed to synthesize it. The reactants are: [Al+3].[Cl-].[Cl-].[Cl-].C([O:8][C:9]1[CH:14]=[CH:13][C:12]([Br:15])=[CH:11][C:10]=1[F:16])(=O)C.O.[CH3:18][CH2:19][O:20]C(C)=O.